Dataset: Full USPTO retrosynthesis dataset with 1.9M reactions from patents (1976-2016). Task: Predict the reactants needed to synthesize the given product. (1) Given the product [CH2:13]([O:15][CH2:16][O:10][C:8]1[CH:7]=[CH:6][C:5]2[O:1][CH:2]=[CH:3][C:4]=2[CH:9]=1)[CH3:14], predict the reactants needed to synthesize it. The reactants are: [O:1]1[C:5]2[CH:6]=[CH:7][C:8]([OH:10])=[CH:9][C:4]=2[CH:3]=[CH:2]1.[H-].[Na+].[CH2:13]([O:15][CH2:16]Cl)[CH3:14].O. (2) Given the product [O:20]([C:19]1[CH:13]=[CH:12][CH:11]=[CH:10][C:9]=1[SH:1])[C:14]1[CH:13]=[CH:12][CH:11]=[CH:10][C:9]=1[SH:1], predict the reactants needed to synthesize it. The reactants are: [S:1]([C:9]1[CH:14]=[CH:13][C:12](O)=[CH:11][CH:10]=1)C1C=CC(O)=CC=1.CN([CH:19]=[O:20])C.